This data is from Full USPTO retrosynthesis dataset with 1.9M reactions from patents (1976-2016). The task is: Predict the reactants needed to synthesize the given product. (1) Given the product [C:17]([N:13]1[CH2:14][CH2:15][CH2:16][C@H:12]1[C:4]1[N:5]2[CH:10]=[CH:9][N:8]=[C:7]([CH3:11])[C:6]2=[C:2]([C:33]2[CH:34]=[CH:35][C:30]([C:29]([NH:28][C:24]3[CH:23]=[C:22]([CH3:21])[CH:27]=[CH:26][N:25]=3)=[O:45])=[CH:31][CH:32]=2)[N:3]=1)(=[O:20])[CH:18]=[CH2:19], predict the reactants needed to synthesize it. The reactants are: Br[C:2]1[N:3]=[C:4]([C@@H:12]2[CH2:16][CH2:15][CH2:14][N:13]2[C:17](=[O:20])[CH:18]=[CH2:19])[N:5]2[CH:10]=[CH:9][N:8]=[C:7]([CH3:11])[C:6]=12.[CH3:21][C:22]1[CH:27]=[CH:26][N:25]=[C:24]([NH:28][C:29](=[O:45])[C:30]2[CH:35]=[CH:34][C:33](B3OC(C)(C)C(C)(C)O3)=[CH:32][CH:31]=2)[CH:23]=1. (2) Given the product [C:16]1([C:22]#[C:23][C:2]2[S:3][C:4]([CH:7]=[O:8])=[CH:5][N:6]=2)[CH:21]=[CH:20][CH:19]=[CH:18][CH:17]=1, predict the reactants needed to synthesize it. The reactants are: Br[C:2]1[S:3][C:4]([CH:7]=[O:8])=[CH:5][N:6]=1.C(N(CC)CC)C.[C:16]1([C:22]#[CH:23])[CH:21]=[CH:20][CH:19]=[CH:18][CH:17]=1. (3) Given the product [CH:2]([C@H:3]1[CH2:7][CH2:6][C:5](=[O:8])[N:4]1[CH2:9][C:10]#[C:11][C:12]1[S:16][C:15]([C:17]([O:19][CH3:20])=[O:18])=[CH:14][CH:13]=1)=[O:1], predict the reactants needed to synthesize it. The reactants are: [OH:1][CH2:2][C@H:3]1[CH2:7][CH2:6][C:5](=[O:8])[N:4]1[CH2:9][C:10]#[C:11][C:12]1[S:16][C:15]([C:17]([O:19][CH3:20])=[O:18])=[CH:14][CH:13]=1.CC(OI1(OC(C)=O)(OC(C)=O)OC(=O)C2C=CC=CC1=2)=O.ClCCl. (4) Given the product [C:1]([C:5]1[CH:6]=[C:7]([NH:19][C:20]([NH:22][C:23]2[C:32]3[C:27](=[CH:28][CH:29]=[CH:30][CH:31]=3)[C:26]([O:33][C:34]3[CH:39]=[CH:38][N:37]=[C:36]([NH:40][C:41]4[CH:46]=[C:45]([O:47][CH2:48][CH2:49][O:50][CH2:51][CH2:52][O:53][CH2:54][CH2:55][O:56][CH3:57])[CH:44]=[C:43]([O:58][CH3:59])[CH:42]=4)[N:35]=3)=[CH:25][CH:24]=2)=[O:21])[C:8]([O:17][CH3:18])=[C:9]([CH:16]=1)[C:62]([OH:63])=[O:60])([CH3:4])([CH3:2])[CH3:3], predict the reactants needed to synthesize it. The reactants are: [C:1]([C:5]1[CH:6]=[C:7]([NH:19][C:20]([NH:22][C:23]2[C:32]3[C:27](=[CH:28][CH:29]=[CH:30][CH:31]=3)[C:26]([O:33][C:34]3[CH:39]=[CH:38][N:37]=[C:36]([NH:40][C:41]4[CH:46]=[C:45]([O:47][CH2:48][CH2:49][O:50][CH2:51][CH2:52][O:53][CH2:54][CH2:55][O:56][CH3:57])[CH:44]=[C:43]([O:58][CH3:59])[CH:42]=4)[N:35]=3)=[CH:25][CH:24]=2)=[O:21])[C:8]([O:17][CH3:18])=[C:9]([CH:16]=1)C(NC1CC1)=O)([CH3:4])([CH3:3])[CH3:2].[OH-:60].[Na+].[CH3:62][OH:63].Cl. (5) Given the product [NH:10]1[CH2:14][CH2:13][CH2:12][CH:11]1[C:3]([CH3:5])=[CH:2][C:1]([O:7][CH2:8][CH3:9])=[O:6], predict the reactants needed to synthesize it. The reactants are: [C:1]([O:7][CH2:8][CH3:9])(=[O:6])[CH2:2][C:3]([CH3:5])=O.[NH:10]1[CH2:14][CH2:13][CH2:12][CH2:11]1. (6) Given the product [F:12][C:4]1[CH:5]=[C:6]([F:11])[C:7]([O:9][CH3:10])=[CH:8][C:3]=1[C:13](=[O:19])[C:14]([O:16][CH2:17][CH3:18])=[O:15], predict the reactants needed to synthesize it. The reactants are: [Mg].Br[C:3]1[C:4]([F:12])=[CH:5][C:6]([F:11])=[C:7]([O:9][CH3:10])[CH:8]=1.[C:13](OCC)(=[O:19])[C:14]([O:16][CH2:17][CH3:18])=[O:15].[Cl-].[NH4+]. (7) Given the product [C:12]([O:11][C:9]([O:8][C:6]1[C:25]([C:26]([O:28][C:29]2[CH:34]=[CH:33][CH:32]=[CH:31][CH:30]=2)=[O:27])=[C:24]([CH3:35])[C:23]([C:36]([F:37])([F:39])[F:38])=[CH:22][CH:21]=1)=[O:10])([CH3:13])([CH3:14])[CH3:15], predict the reactants needed to synthesize it. The reactants are: CC(O[C:6]([O:8][C:9]([O:11][C:12]([CH3:15])([CH3:14])[CH3:13])=[O:10])=O)(C)C.C(Cl)Cl.OC1[C:25]([C:26]([O:28][C:29]2[CH:34]=[CH:33][CH:32]=[CH:31][CH:30]=2)=[O:27])=[C:24]([CH3:35])[C:23]([C:36]([F:39])([F:38])[F:37])=[CH:22][CH:21]=1.